From a dataset of Reaction yield outcomes from USPTO patents with 853,638 reactions. Predict the reaction yield, written as a fraction of the theoretical maximum amount of product (1.0 means a 100% yield; for example, 0.34 means a 34% yield). (1) The reactants are [O:1]1[CH2:6][CH2:5][CH:4]([CH2:7][OH:8])[CH2:3][CH2:2]1.C(N(CC)CC)C.[CH3:16][S:17](Cl)(=[O:19])=[O:18]. The catalyst is C(Cl)Cl. The product is [O:1]1[CH2:6][CH2:5][CH:4]([CH2:7][O:8][S:17]([CH3:16])(=[O:19])=[O:18])[CH2:3][CH2:2]1. The yield is 0.970. (2) The reactants are [CH3:1][O:2][C:3]1[CH:8]=[C:7]([O:9][CH2:10][O:11][CH3:12])[CH:6]=[CH:5][C:4]=1[C:13]1[C:22]([CH2:23][NH:24][C:25]2[CH:30]=[CH:29][CH:28]=[CH:27][C:26]=2[O:31][CH3:32])=[C:21]2[C:16]([NH:17][C:18]([CH3:36])([CH3:35])[C:19](=[O:34])[N:20]2[CH3:33])=[CH:15][CH:14]=1.C(=O)([O-])O.[Na+].[CH:42]1[C:54]2[CH:53]([CH2:55][O:56][C:57](Cl)=[O:58])[C:52]3[C:47](=[CH:48][CH:49]=[CH:50][CH:51]=3)[C:46]=2[CH:45]=[CH:44][CH:43]=1. The catalyst is O1CCOCC1.O.C(OCC)(=O)C. The product is [CH:42]1[C:54]2[CH:53]([CH2:55][O:56][C:57]([N:24]([CH2:23][C:22]3[C:13]([C:4]4[CH:5]=[CH:6][C:7]([O:9][CH2:10][O:11][CH3:12])=[CH:8][C:3]=4[O:2][CH3:1])=[CH:14][CH:15]=[C:16]4[C:21]=3[N:20]([CH3:33])[C:19](=[O:34])[C:18]([CH3:36])([CH3:35])[NH:17]4)[C:25]3[CH:30]=[CH:29][CH:28]=[CH:27][C:26]=3[O:31][CH3:32])=[O:58])[C:52]3[C:47](=[CH:48][CH:49]=[CH:50][CH:51]=3)[C:46]=2[CH:45]=[CH:44][CH:43]=1. The yield is 0.990.